From a dataset of Full USPTO retrosynthesis dataset with 1.9M reactions from patents (1976-2016). Predict the reactants needed to synthesize the given product. Given the product [NH:1]1[CH:5]=[CH:4][CH:3]=[C:2]1[CH:6]=[N:17][CH2:16][CH2:15][P:14]([C:18]1[CH:23]=[CH:22][CH:21]=[CH:20][CH:19]=1)[C:8]1[CH:13]=[CH:12][CH:11]=[CH:10][CH:9]=1, predict the reactants needed to synthesize it. The reactants are: [NH:1]1[CH:5]=[CH:4][CH:3]=[C:2]1[CH:6]=O.[C:8]1([P:14]([C:18]2[CH:23]=[CH:22][CH:21]=[CH:20][CH:19]=2)[CH2:15][CH2:16][NH2:17])[CH:13]=[CH:12][CH:11]=[CH:10][CH:9]=1.